Regression. Given a peptide amino acid sequence and an MHC pseudo amino acid sequence, predict their binding affinity value. This is MHC class I binding data. From a dataset of Peptide-MHC class I binding affinity with 185,985 pairs from IEDB/IMGT. (1) The peptide sequence is RPMTFKAAV. The MHC is HLA-A24:02 with pseudo-sequence HLA-A24:02. The binding affinity (normalized) is 0.0623. (2) The peptide sequence is HRCQAIRK. The MHC is HLA-B35:01 with pseudo-sequence HLA-B35:01. The binding affinity (normalized) is 0. (3) The peptide sequence is SCRVKLSAL. The MHC is HLA-A01:01 with pseudo-sequence HLA-A01:01. The binding affinity (normalized) is 0.0847. (4) The peptide sequence is YKVFTDISM. The MHC is HLA-B15:03 with pseudo-sequence HLA-B15:03. The binding affinity (normalized) is 0.928. (5) The binding affinity (normalized) is 0.0847. The MHC is HLA-B40:01 with pseudo-sequence HLA-B40:01. The peptide sequence is THADVPVVL. (6) The peptide sequence is YTYSKVLGV. The MHC is HLA-A02:01 with pseudo-sequence HLA-A02:01. The binding affinity (normalized) is 0.936. (7) The peptide sequence is YTVVYPNL. The MHC is H-2-Kb with pseudo-sequence H-2-Kb. The binding affinity (normalized) is 0.540. (8) The peptide sequence is VLTLLLLLV. The MHC is HLA-B45:01 with pseudo-sequence HLA-B45:01. The binding affinity (normalized) is 0.200. (9) The peptide sequence is KDTWLDARM. The MHC is HLA-A24:02 with pseudo-sequence HLA-A24:02. The binding affinity (normalized) is 0.0484. (10) The peptide sequence is RHSDTAKAF. The MHC is HLA-B39:01 with pseudo-sequence HLA-B39:01. The binding affinity (normalized) is 0.483.